Dataset: Forward reaction prediction with 1.9M reactions from USPTO patents (1976-2016). Task: Predict the product of the given reaction. (1) Given the reactants [F:1][C:2]1[CH:8]=[CH:7][C:5]([NH2:6])=[CH:4][CH:3]=1.[Br:9][C:10]1[CH:19]=[CH:18][C:13]([C:14](OC)=[O:15])=[C:12]([CH2:20][C:21](=O)[CH2:22][CH2:23][CH2:24][CH2:25][C:26]([O:28][CH3:29])=[O:27])[CH:11]=1, predict the reaction product. The product is: [Br:9][C:10]1[CH:11]=[C:12]2[C:13](=[CH:18][CH:19]=1)[C:14](=[O:15])[N:6]([C:5]1[CH:7]=[CH:8][C:2]([F:1])=[CH:3][CH:4]=1)[C:21]([CH2:22][CH2:23][CH2:24][CH2:25][C:26]([O:28][CH3:29])=[O:27])=[CH:20]2. (2) Given the reactants [Br:1][C:2]1[C:3]([C:24]2[CH:29]=[CH:28][C:27]([Cl:30])=[CH:26][CH:25]=2)=[CH:4][C:5]([NH:8][NH:9][C:10](=O)[CH2:11][C:12]2[C:13]([CH3:22])=[N:14][C:15]([C:18]([F:21])([F:20])[F:19])=[CH:16][CH:17]=2)=[N:6][CH:7]=1.BrC1C(C2C=CC(Cl)=CC=2)=CC2N(C(CC3C=NC(C(F)(F)F)=CC=3)=NN=2)C=1, predict the reaction product. The product is: [Br:1][C:2]1[C:3]([C:24]2[CH:29]=[CH:28][C:27]([Cl:30])=[CH:26][CH:25]=2)=[CH:4][C:5]2[N:6]([C:10]([CH2:11][C:12]3[C:13]([CH3:22])=[N:14][C:15]([C:18]([F:21])([F:20])[F:19])=[CH:16][CH:17]=3)=[N:9][N:8]=2)[CH:7]=1.